From a dataset of Reaction yield outcomes from USPTO patents with 853,638 reactions. Predict the reaction yield, written as a fraction of the theoretical maximum amount of product (1.0 means a 100% yield; for example, 0.34 means a 34% yield). The reactants are [CH3:1][O:2][C:3](=[O:48])[CH:4]([NH:28]C(C1C=CC=CC=1)(C1C=CC=CC=1)C1C=CC=CC=1)[CH2:5][O:6][C:7]1[CH:12]=[CH:11][C:10]([CH2:13][CH2:14][CH2:15][CH2:16][NH:17][C:18]([O:20][CH2:21][C:22]2[CH:27]=[CH:26][CH:25]=[CH:24][CH:23]=2)=[O:19])=[CH:9][CH:8]=1.FC(F)(F)C(O)=O.C(N(CC)CC)C.[C:71](O[C:71]([O:73][C:74]([CH3:77])([CH3:76])[CH3:75])=[O:72])([O:73][C:74]([CH3:77])([CH3:76])[CH3:75])=[O:72]. The catalyst is ClCCl.O. The product is [CH3:1][O:2][C:3](=[O:48])[CH:4]([NH:28][C:71]([O:73][C:74]([CH3:75])([CH3:76])[CH3:77])=[O:72])[CH2:5][O:6][C:7]1[CH:8]=[CH:9][C:10]([CH2:13][CH2:14][CH2:15][CH2:16][NH:17][C:18]([O:20][CH2:21][C:22]2[CH:23]=[CH:24][CH:25]=[CH:26][CH:27]=2)=[O:19])=[CH:11][CH:12]=1. The yield is 0.520.